Dataset: Catalyst prediction with 721,799 reactions and 888 catalyst types from USPTO. Task: Predict which catalyst facilitates the given reaction. (1) Reactant: [O:1]=[C:2]1[NH:8][CH2:7][CH2:6][CH2:5][N:4](C(OC(C)(C)C)=O)[CH:3]1[CH2:16][C:17]1[CH:22]=[CH:21][C:20]([O:23][C:24]([F:27])([F:26])[F:25])=[CH:19][CH:18]=1.[ClH:28]. Product: [ClH:28].[F:27][C:24]([F:25])([F:26])[O:23][C:20]1[CH:21]=[CH:22][C:17]([CH2:16][CH:3]2[NH:4][CH2:5][CH2:6][CH2:7][NH:8][C:2]2=[O:1])=[CH:18][CH:19]=1. The catalyst class is: 12. (2) Reactant: [CH2:1]([N:8]1[C:17]2[CH2:16][CH2:15][C:14]3([O:21][CH2:20][CH2:19][O:18]3)[CH2:13][C:12]=2[CH2:11][CH:10]([C:22]([O:24]CC)=[O:23])[CH2:9]1)[C:2]1[CH:7]=[CH:6][CH:5]=[CH:4][CH:3]=1.[OH-].[Na+].Cl. Product: [CH2:1]([N:8]1[C:17]2[CH2:16][CH2:15][C:14]3([O:18][CH2:19][CH2:20][O:21]3)[CH2:13][C:12]=2[CH2:11][CH:10]([C:22]([OH:24])=[O:23])[CH2:9]1)[C:2]1[CH:3]=[CH:4][CH:5]=[CH:6][CH:7]=1. The catalyst class is: 8. (3) Reactant: C([O:4][CH2:5][C:6]([N:8]1[CH2:13][CH2:12][CH:11]([CH:14]2[O:18][N:17]=[C:16]([C:19]3[CH:24]=[C:23]([C:25](=[O:37])[NH:26][CH2:27][C:28]4[CH:33]=[CH:32][C:31]([F:34])=[C:30]([O:35][CH3:36])[CH:29]=4)[N:22]=[C:21]([CH3:38])[N:20]=3)[CH2:15]2)[CH2:10][CH2:9]1)=[O:7])(=O)C.[OH-].[Na+]. Product: [F:34][C:31]1[CH:32]=[CH:33][C:28]([CH2:27][NH:26][C:25]([C:23]2[CH:24]=[C:19]([C:16]3[CH2:15][CH:14]([CH:11]4[CH2:10][CH2:9][N:8]([C:6](=[O:7])[CH2:5][OH:4])[CH2:13][CH2:12]4)[O:18][N:17]=3)[N:20]=[C:21]([CH3:38])[N:22]=2)=[O:37])=[CH:29][C:30]=1[O:35][CH3:36]. The catalyst class is: 10. (4) Reactant: [CH3:1][O:2][C:3]1[CH:4]=[C:5]([NH:15][C:16]([NH2:18])=[S:17])[CH:6]=[CH:7][C:8]=1[N:9]1[CH:13]=[C:12]([CH3:14])[N:11]=[CH:10]1.Br[CH:20]1[C:25](=O)[CH:24]([C:27]2[CH:32]=[CH:31][C:30]([Cl:33])=[C:29]([C:34]([F:37])([F:36])[F:35])[CH:28]=2)[CH2:23][CH2:22][CH2:21]1. Product: [Cl:33][C:30]1[CH:31]=[CH:32][C:27]([CH:24]2[C:23]3[N:18]=[C:16]([NH:15][C:5]4[CH:6]=[CH:7][C:8]([N:9]5[CH:13]=[C:12]([CH3:14])[N:11]=[CH:10]5)=[C:3]([O:2][CH3:1])[CH:4]=4)[S:17][C:22]=3[CH2:21][CH2:20][CH2:25]2)=[CH:28][C:29]=1[C:34]([F:35])([F:36])[F:37]. The catalyst class is: 8. (5) Reactant: [N:1]12[CH2:8][CH2:7][C:4]([CH2:9][CH:10]3[C:18](=[O:19])[CH:17]=[C:16]4[CH:20]=[N:21][CH:22]=[CH:23][N:14]5[C:15]4=[C:11]3[CH2:12][NH:13]5)([CH2:5][CH2:6]1)[CH2:3][CH2:2]2.[ClH:24]. Product: [ClH:24].[N:1]12[CH2:2][CH2:3][C:4]([CH2:9][CH:10]3[C:18](=[O:19])[CH:17]=[C:16]4[CH:20]=[N:21][CH:22]=[CH:23][N:14]5[C:15]4=[C:11]3[CH2:12][NH:13]5)([CH2:7][CH2:8]1)[CH2:5][CH2:6]2. The catalyst class is: 5. (6) Reactant: [Si]([O:8][C@@H:9]1[C@@H:13]([OH:14])[CH2:12][N:11]([C:15](=[O:43])[CH2:16][O:17][C:18]2[CH:42]=[CH:41][C:21]([CH2:22][NH:23][C:24]([C:26]3[CH:40]=[CH:39][C:29]([CH2:30][NH:31]C(=O)OC(C)(C)C)=[CH:28][CH:27]=3)=[O:25])=[CH:20][CH:19]=2)[CH2:10]1)(C(C)(C)C)(C)C.Cl. Product: [NH2:31][CH2:30][C:29]1[CH:39]=[CH:40][C:26]([C:24]([NH:23][CH2:22][C:21]2[CH:20]=[CH:19][C:18]([O:17][CH2:16][C:15]([N:11]3[CH2:12][C@H:13]([OH:14])[C@@H:9]([OH:8])[CH2:10]3)=[O:43])=[CH:42][CH:41]=2)=[O:25])=[CH:27][CH:28]=1. The catalyst class is: 343. (7) Reactant: [OH:1][C:2]1[CH:9]=[CH:8][C:5]([CH:6]=[O:7])=[CH:4][CH:3]=1.C(=O)([O-])[O-].[K+].[K+].Br[C:17]([CH3:26])([CH3:25])[C:18]([O:20][C:21]([CH3:24])([CH3:23])[CH3:22])=[O:19].O. Product: [CH:6]([C:5]1[CH:8]=[CH:9][C:2]([O:1][C:17]([CH3:26])([CH3:25])[C:18]([O:20][C:21]([CH3:24])([CH3:23])[CH3:22])=[O:19])=[CH:3][CH:4]=1)=[O:7]. The catalyst class is: 9. (8) Reactant: [O:1]1CCCO[CH:2]1[C:7]1[CH:8]=[CH:9][C:10]([C:13]2[S:21][C:20]3[C:15](=[N:16][CH:17]=[CH:18][C:19]=3[O:22][C:23]3[CH:28]=[CH:27][C:26]([NH:29][C:30]([NH:32][C:33](=[O:42])[CH2:34][C:35]4[CH:40]=[CH:39][C:38]([F:41])=[CH:37][CH:36]=4)=[S:31])=[CH:25][C:24]=3[F:43])[CH:14]=2)=[N:11][CH:12]=1. Product: [F:43][C:24]1[CH:25]=[C:26]([NH:29][C:30]([NH:32][C:33](=[O:42])[CH2:34][C:35]2[CH:36]=[CH:37][C:38]([F:41])=[CH:39][CH:40]=2)=[S:31])[CH:27]=[CH:28][C:23]=1[O:22][C:19]1[CH:18]=[CH:17][N:16]=[C:15]2[CH:14]=[C:13]([C:10]3[CH:9]=[CH:8][C:7]([CH:2]=[O:1])=[CH:12][N:11]=3)[S:21][C:20]=12. The catalyst class is: 52. (9) Reactant: [Br:1][C:2]1[CH:3]=[C:4]([C:8]([NH:21][S@@:22]([C:24]([CH3:27])([CH3:26])[CH3:25])=[O:23])([CH2:11]/[C:12](=N/N(C)C)/[C:13]([F:16])([F:15])[F:14])[CH2:9][F:10])[CH:5]=[CH:6][CH:7]=1.Cl.C(=O)(O)[O-:30].[Na+]. Product: [Br:1][C:2]1[CH:3]=[C:4]([C:8]([NH:21][S@@:22]([C:24]([CH3:27])([CH3:26])[CH3:25])=[O:23])([CH2:11][C:12](=[O:30])[C:13]([F:16])([F:15])[F:14])[CH2:9][F:10])[CH:5]=[CH:6][CH:7]=1. The catalyst class is: 1. (10) Reactant: [Br:1][C:2]1[C:7]([O:8][CH3:9])=[CH:6][CH:5]=[C:4](I)[N:3]=1.C([Mg]Cl)(C)C.C1(C)C(S([C:25]#[N:26])(=O)=O)=CC=CC=1. Product: [Br:1][C:2]1[N:3]=[C:4]([C:25]#[N:26])[CH:5]=[CH:6][C:7]=1[O:8][CH3:9]. The catalyst class is: 4.